Dataset: Catalyst prediction with 721,799 reactions and 888 catalyst types from USPTO. Task: Predict which catalyst facilitates the given reaction. (1) Reactant: C(N(CC)CC)C.[C:8]([Si:12]([C:15]#[CH:16])([CH3:14])[CH3:13])([CH3:11])([CH3:10])[CH3:9].Br[C:18]1[C:23]([F:24])=[CH:22][C:21]([Br:25])=[CH:20][N:19]=1. Product: [Br:25][C:21]1[CH:22]=[C:23]([F:24])[C:18]([C:16]#[C:15][Si:12]([C:8]([CH3:11])([CH3:10])[CH3:9])([CH3:14])[CH3:13])=[N:19][CH:20]=1. The catalyst class is: 356. (2) Reactant: C1COCC1.Br.[CH3:7][C:8]1([CH3:31])[CH2:17][CH2:16][C:15]([CH3:19])([CH3:18])[C:14]2[CH:13]=[C:12]([C:20]3[N:21]=[C:22]([CH:25]4[CH2:30][CH2:29][NH:28][CH2:27][CH2:26]4)[S:23][CH:24]=3)[CH:11]=[CH:10][C:9]1=2.O=[CH:33][CH2:34][NH:35][C:36](=[O:42])[O:37][C:38]([CH3:41])([CH3:40])[CH3:39].C(O[BH-](OC(=O)C)OC(=O)C)(=O)C.[Na+]. Product: [CH3:7][C:8]1([CH3:31])[CH2:17][CH2:16][C:15]([CH3:18])([CH3:19])[C:14]2[CH:13]=[C:12]([C:20]3[N:21]=[C:22]([CH:25]4[CH2:30][CH2:29][N:28]([CH2:33][CH2:34][NH:35][C:36](=[O:42])[O:37][C:38]([CH3:41])([CH3:40])[CH3:39])[CH2:27][CH2:26]4)[S:23][CH:24]=3)[CH:11]=[CH:10][C:9]1=2. The catalyst class is: 15. (3) Reactant: [Cl:1][C:2]1[CH:24]=[C:23]([Cl:25])[CH:22]=[CH:21][C:3]=1[CH2:4][N:5]1[C:9](/[CH:10]=[CH:11]/[C:12]([O:14][CH2:15][CH3:16])=[O:13])=[CH:8][C:7]([O:17][CH:18]([CH3:20])[CH3:19])=[N:6]1. Product: [Cl:1][C:2]1[CH:24]=[C:23]([Cl:25])[CH:22]=[CH:21][C:3]=1[CH2:4][N:5]1[C:9]([CH2:10][CH2:11][C:12]([O:14][CH2:15][CH3:16])=[O:13])=[CH:8][C:7]([O:17][CH:18]([CH3:19])[CH3:20])=[N:6]1. The catalyst class is: 481. (4) Reactant: [Cl:1][C:2]1[C:3]([NH:17][CH:18]2[CH2:35][CH2:34][C:21]3([CH2:26][CH2:25][N:24](C(OC(C)(C)C)=O)[CH2:23][CH2:22]3)[CH2:20][CH2:19]2)=[N:4][C:5]([NH:8][C:9]2[CH:10]=[N:11][N:12]([CH2:14][CH2:15][OH:16])[CH:13]=2)=[N:6][CH:7]=1.Cl.CCOC(C)=O. Product: [CH2:22]1[C:21]2([CH2:34][CH2:35][CH:18]([NH:17][C:3]3[C:2]([Cl:1])=[CH:7][N:6]=[C:5]([NH:8][C:9]4[CH:10]=[N:11][N:12]([CH2:14][CH2:15][OH:16])[CH:13]=4)[N:4]=3)[CH2:19][CH2:20]2)[CH2:26][CH2:25][NH:24][CH2:23]1. The catalyst class is: 4. (5) Reactant: C(O[C:6]([N:8]1[C@@:17]([CH3:21])([C:18]([OH:20])=[O:19])[CH2:16][C:15]2[C:10](=[CH:11][C:12]([O:22][CH3:23])=[CH:13][CH:14]=2)[CH2:9]1)=O)(C)(C)C.N(CC)(CC)CC.Cl. Product: [CH3:23][O:22][C:12]1[CH:11]=[C:10]2[C:15]([CH2:16][C@:17]([CH3:21])([C:18]([OH:20])=[O:19])[N:8]([CH3:6])[CH2:9]2)=[CH:14][CH:13]=1. The catalyst class is: 295. (6) Reactant: [C:1]([O:5][C:6](=[O:22])[NH:7][CH2:8][CH2:9][CH2:10][CH2:11][NH:12][CH2:13][C:14]1[C:19]([CH3:20])=[CH:18][C:17]([Cl:21])=[CH:16][N:15]=1)([CH3:4])([CH3:3])[CH3:2].[BH-](OC(C)=O)(OC(C)=O)OC(C)=O.[Na+].[F:37][C:38]1[CH:43]=[CH:42][C:41]([C:44]([C:47]2[C:48]([CH:53]=O)=[N:49][CH:50]=[CH:51][CH:52]=2)([CH3:46])[CH3:45])=[CH:40][CH:39]=1. Product: [C:1]([O:5][C:6](=[O:22])[NH:7][CH2:8][CH2:9][CH2:10][CH2:11][N:12]([CH2:13][C:14]1[C:19]([CH3:20])=[CH:18][C:17]([Cl:21])=[CH:16][N:15]=1)[CH2:53][C:48]1[C:47]([C:44]([C:41]2[CH:40]=[CH:39][C:38]([F:37])=[CH:43][CH:42]=2)([CH3:46])[CH3:45])=[CH:52][CH:51]=[CH:50][N:49]=1)([CH3:4])([CH3:2])[CH3:3]. The catalyst class is: 2.